This data is from Catalyst prediction with 721,799 reactions and 888 catalyst types from USPTO. The task is: Predict which catalyst facilitates the given reaction. (1) Reactant: [CH2:1]([Mg]Br)[CH:2](C)[CH3:3].C([Li])CCC.Br[C:13]1[CH:14]=[CH:15][C:16]([Cl:26])=[C:17]([CH:25]=1)[C:18]([O:20][C:21]([CH3:24])([CH3:23])[CH3:22])=[O:19].[Cu]C#N.C(Br)C=C. Product: [CH2:3]([C:13]1[CH:14]=[CH:15][C:16]([Cl:26])=[C:17]([CH:25]=1)[C:18]([O:20][C:21]([CH3:24])([CH3:23])[CH3:22])=[O:19])[CH:2]=[CH2:1]. The catalyst class is: 1. (2) Reactant: [CH3:1][N:2]1[CH2:7][CH2:6][C:5](=O)[CH2:4][CH2:3]1.[CH3:9][C:10]1[CH:17]=[CH:16][C:13]([CH2:14][NH2:15])=[CH:12][CH:11]=1.C(O)(=O)C.[BH3-]C#N.[Na+]. Product: [CH3:9][C:10]1[CH:17]=[CH:16][C:13]([CH2:14][NH:15][CH:5]2[CH2:6][CH2:7][N:2]([CH3:1])[CH2:3][CH2:4]2)=[CH:12][CH:11]=1. The catalyst class is: 5. (3) Reactant: Br[C:2]1[CH:9]=[CH:8][C:5]([C:6]#[N:7])=[C:4]([Cl:10])[CH:3]=1.[F:11][C:12]1[CH:17]=[C:16]([F:18])[CH:15]=[CH:14][C:13]=1B(O)O.[O-]P([O-])([O-])=O.[K+].[K+].[K+].O. Product: [Cl:10][C:4]1[CH:3]=[C:2]([C:15]2[CH:14]=[CH:13][C:12]([F:11])=[CH:17][C:16]=2[F:18])[CH:9]=[CH:8][C:5]=1[C:6]#[N:7]. The catalyst class is: 128. (4) Reactant: [NH2:1][C:2]1[N:7]=[CH:6][C:5]([C:8]#[C:9][C:10]2[CH:11]=[C:12]([NH:16][C:17](=[O:25])OC3C=CC=CC=3)[CH:13]=[CH:14][CH:15]=2)=[CH:4][N:3]=1.[N:26]1([C:32]2[C:37]([CH2:38][NH2:39])=[CH:36][N:35]=[CH:34][N:33]=2)[CH2:31][CH2:30][O:29][CH2:28][CH2:27]1.C(N(CC)CC)C. Product: [NH2:1][C:2]1[N:3]=[CH:4][C:5]([C:8]#[C:9][C:10]2[CH:11]=[C:12]([NH:16][C:17]([NH:39][CH2:38][C:37]3[C:32]([N:26]4[CH2:27][CH2:28][O:29][CH2:30][CH2:31]4)=[N:33][CH:34]=[N:35][CH:36]=3)=[O:25])[CH:13]=[CH:14][CH:15]=2)=[CH:6][N:7]=1. The catalyst class is: 1. (5) The catalyst class is: 528. Product: [CH3:16][O:17][C:18](=[O:22])[C:19]([CH3:21])([CH3:20])[CH:7]([C:5]1[S:6][C:2]([Br:1])=[CH:3][CH:4]=1)[C:9]1[CH:14]=[CH:13][CH:12]=[C:11]([F:15])[CH:10]=1. Reactant: [Br:1][C:2]1[S:6][C:5]([CH:7]([C:9]2[CH:14]=[CH:13][CH:12]=[C:11]([F:15])[CH:10]=2)O)=[CH:4][CH:3]=1.[CH3:16][O:17][C:18]([O:22][Si](C)(C)C)=[C:19]([CH3:21])[CH3:20].C([O-])([O-])=O.[K+].[K+]. (6) Reactant: C([O:3][C:4]([CH:6]1[CH2:11][CH2:10][N:9]([CH:12]2[CH2:18][CH:17]3[N:19]([C:20]([O:22][CH2:23][CH3:24])=[O:21])[CH:14]([CH2:15][CH2:16]3)[CH2:13]2)[CH2:8][CH2:7]1)=[O:5])C.[Li+].[OH-].Cl. Product: [CH2:23]([O:22][C:20]([N:19]1[CH:14]2[CH2:15][CH2:16][CH:17]1[CH2:18][CH:12]([N:9]1[CH2:8][CH2:7][CH:6]([C:4]([OH:5])=[O:3])[CH2:11][CH2:10]1)[CH2:13]2)=[O:21])[CH3:24]. The catalyst class is: 1.